This data is from Forward reaction prediction with 1.9M reactions from USPTO patents (1976-2016). The task is: Predict the product of the given reaction. (1) Given the reactants Cl[C:2]1[CH:7]=[CH:6][C:5]([N+:8]([O-:10])=[O:9])=[CH:4][C:3]=1[S:11]([NH2:14])(=[O:13])=[O:12].[CH:15]1([NH2:18])[CH2:17][CH2:16]1, predict the reaction product. The product is: [CH:15]1([NH:18][C:2]2[CH:7]=[CH:6][C:5]([N+:8]([O-:10])=[O:9])=[CH:4][C:3]=2[S:11]([NH2:14])(=[O:13])=[O:12])[CH2:17][CH2:16]1. (2) Given the reactants C([O-])(=O)CCC.[CH3:7][CH:8]([CH3:21])[CH2:9][C:10]1[CH:15]=[CH:14][C:13]([CH:16]([CH3:20])[C:17]([OH:19])=[O:18])=[CH:12][CH:11]=1.C(=O)([O-])[O-].[K+].[K+].[CH2:28]([O:35][C:36](=[O:41])[CH2:37][CH2:38][CH2:39]Br)[C:29]1[CH:34]=[CH:33][CH:32]=[CH:31][CH:30]=1, predict the reaction product. The product is: [CH3:7][CH:8]([CH3:21])[CH2:9][C:10]1[CH:15]=[CH:14][C:13]([CH:16]([CH3:20])[C:17]([O:19][CH2:39][CH2:38][CH2:37][C:36]([O:35][CH2:28][C:29]2[CH:30]=[CH:31][CH:32]=[CH:33][CH:34]=2)=[O:41])=[O:18])=[CH:12][CH:11]=1. (3) Given the reactants C(OC([N:8]1[CH2:12][C@H:11]([C:13]2[CH:18]=[CH:17][CH:16]=[CH:15][CH:14]=2)[CH2:10][C@H:9]1[CH3:19])=O)(C)(C)C.Cl, predict the reaction product. The product is: [CH3:19][C@@H:9]1[CH2:10][C@@H:11]([C:13]2[CH:18]=[CH:17][CH:16]=[CH:15][CH:14]=2)[CH2:12][NH:8]1.